Task: Predict which catalyst facilitates the given reaction.. Dataset: Catalyst prediction with 721,799 reactions and 888 catalyst types from USPTO (1) Reactant: [Cl:1][C:2]1[CH:7]=[CH:6][C:5]([S:8]([NH:11][C@@H:12]([C:20]2[CH2:24][C:23](=[O:25])[O:22][N:21]=2)[CH2:13][C:14]2[CH:19]=[CH:18][CH:17]=[CH:16][CH:15]=2)(=[O:10])=[O:9])=[CH:4][CH:3]=1.[CH3:26][Si](CNN)(C)C.O. Product: [Cl:1][C:2]1[CH:7]=[CH:6][C:5]([S:8]([NH:11][C@@H:12]([C:20]2[CH:24]=[C:23]([O:25][CH3:26])[O:22][N:21]=2)[CH2:13][C:14]2[CH:19]=[CH:18][CH:17]=[CH:16][CH:15]=2)(=[O:10])=[O:9])=[CH:4][CH:3]=1. The catalyst class is: 27. (2) Reactant: Br[C:2]1[N:3]=[C:4]([CH:7]([O:20][Si:21]([C:24]([CH3:27])([CH3:26])[CH3:25])([CH3:23])[CH3:22])[CH2:8][CH2:9][CH2:10][CH2:11][CH2:12][CH2:13][C:14]2[CH:19]=[CH:18][CH:17]=[CH:16][CH:15]=2)[O:5][CH:6]=1.C([Sn](CCCC)(CCCC)[C:33]1[CH:34]=[N:35][CH:36]=[CH:37][CH:38]=1)CCC. Product: [Si:21]([O:20][CH:7]([C:4]1[O:5][CH:6]=[C:2]([C:33]2[CH:34]=[N:35][CH:36]=[CH:37][CH:38]=2)[N:3]=1)[CH2:8][CH2:9][CH2:10][CH2:11][CH2:12][CH2:13][C:14]1[CH:19]=[CH:18][CH:17]=[CH:16][CH:15]=1)([C:24]([CH3:27])([CH3:26])[CH3:25])([CH3:23])[CH3:22]. The catalyst class is: 11. (3) Reactant: [CH3:1][C:2]([O:4]I1(OC(C)=O)(OC(C)=O)OC(=O)C2C=CC=CC1=2)=O.[C:23]([N:26]1[C:35]2[C:30](=[CH:31][C:32]([N:36]3[CH:40]=[C:39](CO)[N:38]=[CH:37]3)=[CH:33][CH:34]=2)[C@H:29]([NH:43][C:44](=[O:49])[O:45][CH:46]([CH3:48])[CH3:47])[CH2:28][C@@H:27]1[CH3:50])(=[O:25])[CH3:24].C([O-])(O)=O.[Na+].C([CH2:58][NH2:59])O.C(O)(=O)C.C(O[BH-](OC(=O)C)OC(=O)C)(=O)C.[Na+].C([O-])([O-])=O.[K+].[K+]. Product: [C:23]([N:26]1[C:35]2[C:30](=[CH:31][C:32]([N:36]3[CH:40]=[C:39]([CH2:58][NH:59][CH2:1][CH2:2][OH:4])[N:38]=[CH:37]3)=[CH:33][CH:34]=2)[C@H:29]([NH:43][C:44](=[O:49])[O:45][CH:46]([CH3:47])[CH3:48])[CH2:28][C@@H:27]1[CH3:50])(=[O:25])[CH3:24]. The catalyst class is: 34. (4) Reactant: [H-].[Al+3].[Li+].[H-].[H-].[H-].C([O:10][CH2:11][C-:12]1[CH:16]=[CH:15][CH:14]=[C:13]1[P:17]([C:23]([CH3:26])([CH3:25])[CH3:24])([C:19]([CH3:22])([CH3:21])[CH3:20])=[O:18])(=O)C.[CH-:27]1[CH:31]=[CH:30][CH:29]=[CH:28]1.[Fe+2:32]. Product: [C:23]([P:17]([C:19]([CH3:22])([CH3:21])[CH3:20])([C:13]1[C-:12]([CH2:11][OH:10])[CH:16]=[CH:15][CH:14]=1)=[O:18])([CH3:26])([CH3:25])[CH3:24].[CH-:27]1[CH:31]=[CH:30][CH:29]=[CH:28]1.[Fe+2:32]. The catalyst class is: 27. (5) Reactant: [CH3:1][C:2]1[N:7]=[CH:6][C:5]([C:8]([N:10]2[CH2:13][CH:12]([C:14]([N:16]3[CH2:22][CH2:21][CH2:20][NH:19][CH2:18][CH2:17]3)=[O:15])[CH2:11]2)=[O:9])=[CH:4][CH:3]=1.Br[CH2:24][CH:25]1[CH2:27][CH2:26]1.C(=O)([O-])[O-].[K+].[K+]. Product: [CH:25]1([CH2:24][N:19]2[CH2:20][CH2:21][CH2:22][N:16]([C:14]([CH:12]3[CH2:13][N:10]([C:8]([C:5]4[CH:6]=[N:7][C:2]([CH3:1])=[CH:3][CH:4]=4)=[O:9])[CH2:11]3)=[O:15])[CH2:17][CH2:18]2)[CH2:27][CH2:26]1. The catalyst class is: 10. (6) Reactant: [CH:1]1([C:7]2[C:8]3[CH:9]=[CH:10][C:11]([C:38]([NH:40][S:41]([N:44]([CH2:46][CH:47](OC)[O:48]C)[CH3:45])(=[O:43])=[O:42])=[O:39])=[CH:12][C:13]=3[N:14]3[C:21]=2[C:20]2[CH:22]=[CH:23][CH:24]=[CH:25][C:19]=2[O:18][CH2:17][C@H:16]([N:26]([CH3:37])[CH2:27][CH2:28][NH:29]C(=O)OC(C)(C)C)[CH2:15]3)[CH2:6][CH2:5][CH2:4][CH2:3][CH2:2]1.C(O)(C(F)(F)F)=O.O. Product: [NH2:29][CH2:28][CH2:27][N:26]([CH3:37])[C@@H:16]1[CH2:15][N:14]2[C:13]3[CH:12]=[C:11]([C:38]([NH:40][S:41]([N:44]([CH3:45])[CH2:46][CH:47]=[O:48])(=[O:42])=[O:43])=[O:39])[CH:10]=[CH:9][C:8]=3[C:7]([CH:1]3[CH2:2][CH2:3][CH2:4][CH2:5][CH2:6]3)=[C:21]2[C:20]2[CH:22]=[CH:23][CH:24]=[CH:25][C:19]=2[O:18][CH2:17]1. The catalyst class is: 2. (7) The catalyst class is: 20. Reactant: [CH3:1][O:2][CH2:3][CH2:4][O:5][C:6]1[CH:7]=[C:8]2[C:12](=[CH:13][CH:14]=1)[NH:11][C:10]([C:15]([O:17]CC)=[O:16])=[CH:9]2.O[Li].O.C(O)C. Product: [CH3:1][O:2][CH2:3][CH2:4][O:5][C:6]1[CH:7]=[C:8]2[C:12](=[CH:13][CH:14]=1)[NH:11][C:10]([C:15]([OH:17])=[O:16])=[CH:9]2.